Dataset: Reaction yield outcomes from USPTO patents with 853,638 reactions. Task: Predict the reaction yield, written as a fraction of the theoretical maximum amount of product (1.0 means a 100% yield; for example, 0.34 means a 34% yield). (1) The reactants are [Cl:1][C:2]1[CH:3]=[C:4]([CH2:16][C:17]([O:19][CH3:20])=[O:18])[CH:5]=[CH:6][C:7]=1OS(C(F)(F)F)(=O)=O.C([O-])(=O)C.[K+].[B:26]1([B:26]2[O:30][C:29]([CH3:32])([CH3:31])[C:28]([CH3:34])([CH3:33])[O:27]2)[O:30][C:29]([CH3:32])([CH3:31])[C:28]([CH3:34])([CH3:33])[O:27]1. The catalyst is O1CCOCC1.C1(P(C2C=CC=CC=2)[C-]2C=CC=C2)C=CC=CC=1.[C-]1(P(C2C=CC=CC=2)C2C=CC=CC=2)C=CC=C1.[Fe+2].C1C=CC(P(C2C=CC=CC=2)[C-]2C=CC=C2)=CC=1.C1C=CC(P(C2C=CC=CC=2)[C-]2C=CC=C2)=CC=1.Cl[Pd]Cl.[Fe+2].C(Cl)Cl. The product is [Cl:1][C:2]1[CH:3]=[C:4]([CH2:16][C:17]([O:19][CH3:20])=[O:18])[CH:5]=[CH:6][C:7]=1[B:26]1[O:30][C:29]([CH3:32])([CH3:31])[C:28]([CH3:34])([CH3:33])[O:27]1. The yield is 1.00. (2) The reactants are [CH3:1][O:2][C:3]1[CH:4]=[CH:5][C:6]2[C:10]([O:11][C:12]3[CH:17]=[CH:16][C:15](/[CH:18]=[CH:19]/[C:20]([NH2:22])=O)=[CH:14][CH:13]=3)=[C:9]([C:23]3[CH:28]=[CH:27][C:26]([O:29][CH3:30])=[CH:25][CH:24]=3)[S:8][C:7]=2[CH:31]=1.[Si]([N:36]=[N+:37]=[N-:38])(C)(C)C. The catalyst is COCCOC. The product is [CH3:1][O:2][C:3]1[CH:4]=[CH:5][C:6]2[C:10]([O:11][C:12]3[CH:17]=[CH:16][C:15](/[CH:18]=[CH:19]/[C:20]4[NH:22][N:38]=[N:37][N:36]=4)=[CH:14][CH:13]=3)=[C:9]([C:23]3[CH:24]=[CH:25][C:26]([O:29][CH3:30])=[CH:27][CH:28]=3)[S:8][C:7]=2[CH:31]=1. The yield is 0.830.